From a dataset of Reaction yield outcomes from USPTO patents with 853,638 reactions. Predict the reaction yield, written as a fraction of the theoretical maximum amount of product (1.0 means a 100% yield; for example, 0.34 means a 34% yield). (1) The reactants are [Cl:1][C:2]1[CH:7]=[C:6]([NH:8][CH:9](SC)[NH:10][C:11]#[N:12])[CH:5]=[C:4]([C:15]([F:18])([F:17])[F:16])[C:3]=1[C:19]1[CH:24]=[CH:23][C:22]([S:25]([N:28]2[CH2:33][CH2:32][O:31][CH2:30][CH2:29]2)(=[O:27])=[O:26])=[CH:21][CH:20]=1.[NH2:34][NH2:35]. The catalyst is C(O)C. The product is [Cl:1][C:2]1[CH:7]=[C:6]([NH:8][C:9]2[N:10]=[C:11]([NH2:12])[NH:35][N:34]=2)[CH:5]=[C:4]([C:15]([F:17])([F:16])[F:18])[C:3]=1[C:19]1[CH:24]=[CH:23][C:22]([S:25]([N:28]2[CH2:29][CH2:30][O:31][CH2:32][CH2:33]2)(=[O:27])=[O:26])=[CH:21][CH:20]=1. The yield is 0.550. (2) The reactants are [S:1]([C:5]1[S:9][C:8]([NH:10][S:11]([C:14]2[CH:19]=[CH:18][C:17]([NH:20]C(=O)C)=[CH:16][CH:15]=2)(=[O:13])=[O:12])=[N:7][N:6]=1)(=[O:4])(=[O:3])[NH2:2]. The catalyst is Cl. The product is [NH2:20][C:17]1[CH:18]=[CH:19][C:14]([S:11]([NH:10][C:8]2[S:9][C:5]([S:1]([NH2:2])(=[O:3])=[O:4])=[N:6][N:7]=2)(=[O:13])=[O:12])=[CH:15][CH:16]=1. The yield is 0.570. (3) The reactants are [F:1][C:2]1[CH:12]=[CH:11][C:5]([CH:6]=[CH:7][C:8]([OH:10])=[O:9])=[CH:4][CH:3]=1.[CH:13]12CC(C=C1)CC2CO.C1(C)C=CC=CC=1. The catalyst is [OH-].C([O-])(=O)C.[Zr+4].C(OCC)(=O)C. The product is [CH:2]12[CH2:6][CH:5]([CH:4]=[CH:3]1)[CH2:11][CH2:12]2.[CH3:13][C:4]1[CH:3]=[C:2]([F:1])[CH:12]=[CH:11][C:5]=1[CH:6]=[CH:7][C:8]([O-:10])=[O:9]. The yield is 0.680. (4) The reactants are C[N+:2]1([O-])[CH2:20][CH2:19][C@:9]23[C:10]4[C:11]5[O:18][C@H:8]2[C:7](=[O:21])[CH2:6][CH2:5][C@H:4]3[C@H:3]1[CH2:16][C:15]=4[CH:14]=[CH:13][C:12]=5[OH:17]. The catalyst is CO. The product is [O:18]1[C@@H:8]2[C@@:9]34[CH2:19][CH2:20][NH:2][C@@H:3]([C@@H:4]3[CH2:5][CH2:6][C:7]2=[O:21])[CH2:16][C:15]2=[C:10]4[C:11]1=[C:12]([OH:17])[CH:13]=[CH:14]2. The yield is 0.380.